Dataset: NCI-60 drug combinations with 297,098 pairs across 59 cell lines. Task: Regression. Given two drug SMILES strings and cell line genomic features, predict the synergy score measuring deviation from expected non-interaction effect. Drug 1: CC(C1=C(C=CC(=C1Cl)F)Cl)OC2=C(N=CC(=C2)C3=CN(N=C3)C4CCNCC4)N. Drug 2: CC12CCC(CC1=CCC3C2CCC4(C3CC=C4C5=CN=CC=C5)C)O. Cell line: T-47D. Synergy scores: CSS=7.47, Synergy_ZIP=1.27, Synergy_Bliss=4.75, Synergy_Loewe=-0.223, Synergy_HSA=2.78.